This data is from Reaction yield outcomes from USPTO patents with 853,638 reactions. The task is: Predict the reaction yield, written as a fraction of the theoretical maximum amount of product (1.0 means a 100% yield; for example, 0.34 means a 34% yield). (1) The reactants are C(OC([N:11]1[CH2:15][C@@H:14]([O:16]CC2C=CC=CC=2)[C@H:13]([O:24][C@@H:25]2[O:78][C@H:77]([CH2:79][O:80]CC3C=CC=CC=3)[C@@H:44]([O:45][C@H:46]3[O:75][C@H:74]([CH3:76])[C@@H:65]([O:66]CC4C=CC=CC=4)[C@H:56]([O:57]CC4C=CC=CC=4)[C@H:47]3[O:48]CC3C=CC=CC=3)[C@H:35]([O:36]CC3C=CC=CC=3)[C@H:26]2[O:27]CC2C=CC=CC=2)[C@H:12]1[CH2:88][O:89]CC1C=CC=CC=1)=O)C1C=CC=CC=1.C([O:16][C@@H:14]1[CH2:15][N:11](C(OCC2C=CC=CC=2)=O)[C@H:12]([CH2:88][O:89]CC2C=CC=CC=2)[C@H:13]1[O:24][C@H:25]1[O:78][C@H:77]([CH2:79][O:80]CC2C=CC=CC=2)[C@@H:44]([O:45][C@H:46]2[O:75][C@H:74]([CH3:76])[C@@H:65]([O:66]CC3C=CC=CC=3)[C@H:56]([O:57]CC3C=CC=CC=3)[C@H:47]2[O:48]CC2C=CC=CC=2)[C@H:35]([O:36]CC2C=CC=CC=2)[C@H:26]1[O:27]CC1C=CC=CC=1)C1C=CC=CC=1.Cl. The catalyst is CO.[OH-].[Pd+2].[OH-].[C]. The product is [C@H:46]1([O:45][C@@H:44]2[C@@H:77]([CH2:79][OH:80])[O:78][C@H:25]([O:24][C@H:13]3[C@H:14]([OH:16])[CH2:15][NH:11][C@@H:12]3[CH2:88][OH:89])[C@H:26]([OH:27])[C@H:35]2[OH:36])[O:75][C@H:74]([CH3:76])[C@@H:65]([OH:66])[C@H:56]([OH:57])[C@H:47]1[OH:48]. The yield is 0.630. (2) The reactants are [Cl:1][C:2]1[CH:3]=[C:4]2[C:9](=[CH:10][C:11]=1[O:12][C:13]1[CH:18]=[CH:17][C:16]([C:19](=[O:32])[NH:20][CH2:21][CH:22]([C:24]3[CH:29]=[CH:28][C:27]([Cl:30])=[CH:26][C:25]=3Cl)[F:23])=[CH:15][CH:14]=1)[O:8][CH2:7][CH2:6][CH:5]2[C:33]([O:35]CC)=[O:34].[OH-].[Na+]. The catalyst is C1COCC1.C(O)C. The product is [Cl:1][C:2]1[CH:3]=[C:4]2[C:9](=[CH:10][C:11]=1[O:12][C:13]1[CH:18]=[CH:17][C:16]([C:19](=[O:32])[NH:20][CH2:21][CH:22]([C:24]3[CH:25]=[CH:26][C:27]([Cl:30])=[CH:28][CH:29]=3)[F:23])=[CH:15][CH:14]=1)[O:8][CH2:7][CH2:6][CH:5]2[C:33]([OH:35])=[O:34]. The yield is 0.797.